Dataset: Catalyst prediction with 721,799 reactions and 888 catalyst types from USPTO. Task: Predict which catalyst facilitates the given reaction. (1) Reactant: C[O:2][C:3](=[O:32])[CH2:4][CH:5]([NH:16][C:17](=[O:31])[CH:18]([NH:23][C:24]([O:26][C:27]([CH3:30])([CH3:29])[CH3:28])=[O:25])[CH:19]([CH3:22])[CH2:20][CH3:21])[CH2:6][C:7]1[CH:12]=[C:11]([F:13])[C:10]([F:14])=[CH:9][C:8]=1[F:15].O[Li].O. Product: [C:27]([O:26][C:24]([NH:23][CH:18]([CH:19]([CH3:22])[CH2:20][CH3:21])[C:17]([NH:16][CH:5]([CH2:6][C:7]1[CH:12]=[C:11]([F:13])[C:10]([F:14])=[CH:9][C:8]=1[F:15])[CH2:4][C:3]([OH:32])=[O:2])=[O:31])=[O:25])([CH3:30])([CH3:29])[CH3:28]. The catalyst class is: 87. (2) Reactant: [NH2:1][CH2:2][C:3]1[CH:12]=[CH:11][C:6]([C:7]([O:9][CH3:10])=[O:8])=[CH:5][CH:4]=1.[N+:13]([C:16]1[CH:17]=[C:18]([CH:22]=[CH:23][CH:24]=1)[C:19](Cl)=[O:20])([O-:15])=[O:14]. Product: [N+:13]([C:16]1[CH:17]=[C:18]([CH:22]=[CH:23][CH:24]=1)[C:19]([NH:1][CH2:2][C:3]1[CH:4]=[CH:5][C:6]([C:7]([O:9][CH3:10])=[O:8])=[CH:11][CH:12]=1)=[O:20])([O-:15])=[O:14]. The catalyst class is: 2. (3) Reactant: [NH:1]1[CH:5]=[CH:4][N:3]=[CH:2]1.[H-].[Na+].Br[C:9]1[CH:14]=[CH:13][C:12]([C:15]23[CH2:22][N:19]([CH2:20][CH2:21]2)[CH2:18][CH:17]=[CH:16]3)=[CH:11][N:10]=1. Product: [N:1]1([C:9]2[CH:14]=[CH:13][C:12]([C:15]34[CH2:22][N:19]([CH2:20][CH2:21]3)[CH2:18][CH:17]=[CH:16]4)=[CH:11][N:10]=2)[CH:5]=[CH:4][N:3]=[CH:2]1. The catalyst class is: 9. (4) Reactant: C([O:3][C:4](=[O:33])[C@H:5]([CH3:32])[CH2:6][C@H:7]([NH:21][C:22]([C:24]1[S:25][C:26]([C:29](=[O:31])[NH2:30])=[CH:27][CH:28]=1)=[O:23])[CH2:8][C:9]1[CH:14]=[CH:13][C:12]([C:15]2[CH:20]=[CH:19][CH:18]=[CH:17][CH:16]=2)=[CH:11][CH:10]=1)C.[OH-].[Na+]. Product: [C:12]1([C:15]2[CH:16]=[CH:17][CH:18]=[CH:19][CH:20]=2)[CH:11]=[CH:10][C:9]([CH2:8][C@@H:7]([NH:21][C:22]([C:24]2[S:25][C:26]([C:29](=[O:31])[NH2:30])=[CH:27][CH:28]=2)=[O:23])[CH2:6][C@@H:5]([CH3:32])[C:4]([OH:33])=[O:3])=[CH:14][CH:13]=1. The catalyst class is: 8.